This data is from Forward reaction prediction with 1.9M reactions from USPTO patents (1976-2016). The task is: Predict the product of the given reaction. (1) Given the reactants [CH3:1][S:2]([C:4]1[CH:9]=[CH:8][C:7]([N+:10]([O-:12])=[O:11])=[CH:6][CH:5]=1)=[O:3].[N-:13]=[N+]=[N-].[Na+].S(=O)(=O)(O)O.O, predict the reaction product. The product is: [N+:10]([C:7]1[CH:6]=[CH:5][C:4]([S:2]([CH3:1])(=[NH:13])=[O:3])=[CH:9][CH:8]=1)([O-:12])=[O:11]. (2) Given the reactants [CH:1]1([CH2:6][C@@H:7]([C:20]([NH:22][NH:23][C:24]2[C:29]([F:30])=[C:28]([N:31]3[CH2:35][C@@H:34]([OH:36])[C:33]([CH3:38])([CH3:37])[CH2:32]3)[N:27]=[C:26]([CH3:39])[N:25]=2)=[O:21])[CH2:8][N:9]([O:12]CC2C=CC=CC=2)[CH:10]=[O:11])[CH2:5][CH2:4][CH2:3][CH2:2]1, predict the reaction product. The product is: [CH:1]1([CH2:6][C@@H:7]([C:20]([NH:22][NH:23][C:24]2[C:29]([F:30])=[C:28]([N:31]3[CH2:35][C@@H:34]([OH:36])[C:33]([CH3:37])([CH3:38])[CH2:32]3)[N:27]=[C:26]([CH3:39])[N:25]=2)=[O:21])[CH2:8][N:9]([OH:12])[CH:10]=[O:11])[CH2:5][CH2:4][CH2:3][CH2:2]1. (3) Given the reactants [OH:1][C:2]([CH:4]([C:6]1[CH:15]=[CH:14][C:9]([CH2:10][CH:11]([CH3:13])[CH3:12])=[CH:8][CH:7]=1)[CH3:5])=[O:3].[N:16]1[CH:21]=[CH:20][CH:19]=[CH:18][C:17]=1[CH2:22][CH2:23]O.Cl.C(N=C=NCCCN(C)C)C.Cl, predict the reaction product. The product is: [CH2:10]([C:9]1[CH:8]=[CH:7][C:6]([CH:4]([CH3:5])[C:2]([O:1][CH2:23][CH2:22][C:17]2[CH:18]=[CH:19][CH:20]=[CH:21][N:16]=2)=[O:3])=[CH:15][CH:14]=1)[CH:11]([CH3:12])[CH3:13]. (4) Given the reactants [H-].[H-].[H-].[H-].[Li+].[Al+3].[C:7]1([C:13]2[N:14]=[C:15]([C:18]3([C:24]#[N:25])[CH2:23][CH2:22][O:21][CH2:20][CH2:19]3)[S:16][CH:17]=2)[CH:12]=[CH:11][CH:10]=[CH:9][CH:8]=1, predict the reaction product. The product is: [C:7]1([C:13]2[N:14]=[C:15]([C:18]3([CH2:24][NH2:25])[CH2:19][CH2:20][O:21][CH2:22][CH2:23]3)[S:16][CH:17]=2)[CH:8]=[CH:9][CH:10]=[CH:11][CH:12]=1. (5) Given the reactants C(OC([N:6]1[CH:15]=[C:14]([CH:16]=[O:17])[C:13]2[C:8](=[CH:9][C:10]([O:26][CH3:27])=[C:11]([O:18][CH2:19][C:20]3[CH:25]=[CH:24][CH:23]=[CH:22][CH:21]=3)[CH:12]=2)[CH:7]1[CH2:28][C:29]1[CH:34]=[CH:33][CH:32]=[C:31]([O:35][CH3:36])[CH:30]=1)=O)C.[OH-].[K+].C(OCC)(=O)C.CCCCCC.C(OCC)(=O)C, predict the reaction product. The product is: [CH2:19]([O:18][C:11]1[CH:12]=[C:13]2[C:8](=[CH:9][C:10]=1[O:26][CH3:27])[C:7]([CH2:28][C:29]1[CH:34]=[CH:33][CH:32]=[C:31]([O:35][CH3:36])[CH:30]=1)=[N:6][CH:15]=[C:14]2[CH:16]=[O:17])[C:20]1[CH:25]=[CH:24][CH:23]=[CH:22][CH:21]=1. (6) Given the reactants [CH3:1][O:2][C:3]1[CH:8]=[CH:7][C:6]([C:9]2[CH:14]=[CH:13][N:12]=[C:11]([CH3:15])[CH:10]=2)=[CH:5][CH:4]=1.ClC1C=CC=C(C(OO)=[O:24])C=1, predict the reaction product. The product is: [CH3:1][O:2][C:3]1[CH:4]=[CH:5][C:6]([C:9]2[CH:14]=[CH:13][N+:12]([O-:24])=[C:11]([CH3:15])[CH:10]=2)=[CH:7][CH:8]=1. (7) Given the reactants [CH:1]1N=[CH:4][N:3]([C:6]([N:8]2[CH:12]=[N:11][CH:10]=[CH:9]2)=[O:7])[CH:2]=1.[CH2:13]([C:16]1[C:24]2[O:23][N:22]=[C:21]([C:25]([F:28])([F:27])[F:26])[C:20]=2[CH:19]=[CH:18][C:17]=1[O:29][CH2:30]CCNC)[CH2:14][CH3:15].[Li+].C[Si]([N-][Si](C)(C)C)(C)C.N[C:46]1[CH:51]=CC=CN=1.[NH4+].[Cl-:53], predict the reaction product. The product is: [Cl:53][C:9]1[CH:51]=[CH:46][C:12]([NH:8][C:6](=[O:7])[N:3]([CH3:4])[CH2:2][CH2:1][CH2:30][O:29][C:17]2[CH:18]=[CH:19][C:20]3[C:21]([C:25]([F:26])([F:27])[F:28])=[N:22][O:23][C:24]=3[C:16]=2[CH2:13][CH2:14][CH3:15])=[N:11][CH:10]=1. (8) Given the reactants CC([O-])(C)C.[K+].[F:7][C:8]1[S:12][C:11]([C:13]#[N:14])=[CH:10][CH:9]=1.[NH2:15][C:16]1[CH2:20][CH2:19][CH2:18][C:17]=1[C:21]([O:23]CC)=O.Cl, predict the reaction product. The product is: [F:7][C:8]1[S:12][C:11]([C:13]2[N:14]=[C:21]([OH:23])[C:17]3[CH2:18][CH2:19][CH2:20][C:16]=3[N:15]=2)=[CH:10][CH:9]=1.